From a dataset of Reaction yield outcomes from USPTO patents with 853,638 reactions. Predict the reaction yield, written as a fraction of the theoretical maximum amount of product (1.0 means a 100% yield; for example, 0.34 means a 34% yield). (1) The reactants are [CH3:1][C:2]1[CH:11]=[C:10]([N:12]2[CH2:16][CH2:15][CH2:14][CH2:13]2)[C:9]2[C:4](=[CH:5][C:6]([CH2:18][OH:19])=[C:7]([CH3:17])[CH:8]=2)[N:3]=1. The catalyst is ClCCl.[O-2].[O-2].[Mn+4]. The product is [CH3:1][C:2]1[CH:11]=[C:10]([N:12]2[CH2:13][CH2:14][CH2:15][CH2:16]2)[C:9]2[C:4](=[CH:5][C:6]([CH:18]=[O:19])=[C:7]([CH3:17])[CH:8]=2)[N:3]=1. The yield is 0.820. (2) The reactants are [CH2:1]([C:5]1[N:10]2[N:11]=[CH:12][CH:13]=[C:9]2[N:8]([C@H:14]2[CH2:19][CH2:18][C@H:17]([OH:20])[CH2:16][CH2:15]2)[C:7](=[O:21])[C:6]=1[CH2:22][C:23]1[CH:28]=[CH:27][C:26]([C:29]2[C:30]([C:35]#[N:36])=[CH:31][CH:32]=[CH:33][CH:34]=2)=[CH:25][CH:24]=1)[CH2:2][CH2:3][CH3:4].[N+](=[CH:39][C:40]([O:42][CH2:43][CH3:44])=[O:41])=[N-].C(OCC)(=O)C.O. The catalyst is C(Cl)Cl.C([O-])(=O)C.[Rh+3].C([O-])(=O)C.C([O-])(=O)C. The product is [CH2:43]([O:42][C:40](=[O:41])[CH2:39][O:20][C@H:17]1[CH2:18][CH2:19][C@H:14]([N:8]2[C:7](=[O:21])[C:6]([CH2:22][C:23]3[CH:24]=[CH:25][C:26]([C:29]4[CH:34]=[CH:33][CH:32]=[CH:31][C:30]=4[C:35]#[N:36])=[CH:27][CH:28]=3)=[C:5]([CH2:1][CH2:2][CH2:3][CH3:4])[N:10]3[N:11]=[CH:12][CH:13]=[C:9]23)[CH2:15][CH2:16]1)[CH3:44]. The yield is 0.610. (3) The reactants are [CH3:1][N:2]1[C:6]2[CH:7]=[C:8]([CH2:11][NH:12]C(=O)OC(C)(C)C)[CH:9]=[CH:10][C:5]=2[NH:4][C:3]1=[O:20].[ClH:21].CO. No catalyst specified. The product is [ClH:21].[NH2:12][CH2:11][C:8]1[CH:9]=[CH:10][C:5]2[NH:4][C:3](=[O:20])[N:2]([CH3:1])[C:6]=2[CH:7]=1. The yield is 0.860. (4) The reactants are [CH2:1]([N:3]1[CH:7]=[C:6]([C:8]2[CH:13]=[CH:12][N:11]=[C:10]3[N:14](S(C4C=CC=CC=4)(=O)=O)[C:15]([C:17]4[CH:18]=[C:19]([CH2:23][OH:24])[CH:20]=[CH:21][CH:22]=4)=[CH:16][C:9]=23)[C:5]([C:34]2[CH:39]=[CH:38][C:37]([N+:40]([O-])=O)=[CH:36][CH:35]=2)=[N:4]1)[CH3:2].NC1C=CC=CC=1.NO.[OH-].[Na+]. The catalyst is CO.[OH-].[OH-].[Pd+2]. The product is [NH2:40][C:37]1[CH:36]=[CH:35][C:34]([C:5]2[C:6]([C:8]3[CH:13]=[CH:12][N:11]=[C:10]4[NH:14][C:15]([C:17]5[CH:18]=[C:19]([CH2:23][OH:24])[CH:20]=[CH:21][CH:22]=5)=[CH:16][C:9]=34)=[CH:7][N:3]([CH2:1][CH3:2])[N:4]=2)=[CH:39][CH:38]=1. The yield is 0.850. (5) The reactants are [F:1][C:2]1[CH:3]=[C:4]([C:8]2[N:17]=[C:16]([C:18]([OH:20])=O)[C:15]3[C:10](=[CH:11][CH:12]=[CH:13][CH:14]=3)[N:9]=2)[CH:5]=[CH:6][CH:7]=1.Cl.[OH:22][C:23]1[C:32]([N:33]([CH3:35])[CH3:34])=[CH:31][CH:30]=[C:29]2[C:24]=1[CH2:25][CH2:26][NH:27][CH2:28]2. No catalyst specified. The product is [F:1][C:2]1[CH:3]=[C:4]([C:8]2[N:17]=[C:16]([C:18]([N:27]3[CH2:26][CH2:25][C:24]4[C:29](=[CH:30][CH:31]=[C:32]([N:33]([CH3:35])[CH3:34])[C:23]=4[OH:22])[CH2:28]3)=[O:20])[C:15]3[C:10](=[CH:11][CH:12]=[CH:13][CH:14]=3)[N:9]=2)[CH:5]=[CH:6][CH:7]=1. The yield is 0.110. (6) The reactants are C[O:2][C:3]1[CH:8]=[CH:7][C:6]([C:9]2[C:13]([C:14]3[S:15][C:16]4[CH:22]=[CH:21][CH:20]=[CH:19][C:17]=4[N:18]=3)=[CH:12][NH:11][N:10]=2)=[CH:5][CH:4]=1.BrB(Br)Br. The catalyst is C(Cl)Cl. The product is [S:15]1[C:16]2[CH:22]=[CH:21][CH:20]=[CH:19][C:17]=2[N:18]=[C:14]1[C:13]1[C:9]([C:6]2[CH:7]=[CH:8][C:3]([OH:2])=[CH:4][CH:5]=2)=[N:10][NH:11][CH:12]=1. The yield is 0.660. (7) The reactants are [CH3:1][O:2][C:3]1[CH:12]=[CH:11][C:10]2[NH:9][C:8](=[O:13])[C:7]3[S:14][CH:15]=[CH:16][C:6]=3[C:5]=2[C:4]=1[C:17]1[CH:22]=[CH:21][C:20]([CH:23]([NH:25][C:26](=[O:32])[O:27][C:28]([CH3:31])([CH3:30])[CH3:29])[CH3:24])=[CH:19][CH:18]=1.[Br:33]N1C(=O)CCC1=O. The catalyst is CN(C=O)C. The product is [Br:33][C:11]1[C:10]2[NH:9][C:8](=[O:13])[C:7]3[S:14][CH:15]=[CH:16][C:6]=3[C:5]=2[C:4]([C:17]2[CH:22]=[CH:21][C:20]([CH:23]([NH:25][C:26](=[O:32])[O:27][C:28]([CH3:31])([CH3:30])[CH3:29])[CH3:24])=[CH:19][CH:18]=2)=[C:3]([O:2][CH3:1])[CH:12]=1. The yield is 0.290. (8) The reactants are C[O:2][C:3]([C:5]1[N:6]=[N:7][N:8]([CH2:10][CH2:11][N:12]2[CH2:20][C:19]3[C:14](=[CH:15][CH:16]=[CH:17][CH:18]=3)[C:13]2=[O:21])[CH:9]=1)=[O:4].[OH-].[Na+]. The catalyst is CO. The product is [O:21]=[C:13]1[C:14]2[C:19](=[CH:18][CH:17]=[CH:16][CH:15]=2)[CH2:20][N:12]1[CH2:11][CH2:10][N:8]1[CH:9]=[C:5]([C:3]([OH:4])=[O:2])[N:6]=[N:7]1. The yield is 0.522.